Dataset: Forward reaction prediction with 1.9M reactions from USPTO patents (1976-2016). Task: Predict the product of the given reaction. (1) The product is: [O:11]=[C:10]1[C:4]2[CH:3]=[CH:2][CH:25]=[CH:19][C:5]=2[CH:6]=[CH:7][C@@H:8]2[CH2:15][CH2:14][C@@H:13]([C:16]([OH:18])=[O:17])[CH2:12][N:9]12. Given the reactants F[C:2]1N=[CH:19][C:5]2[CH:6]=[CH:7][C@@H:8]3[CH2:15][CH2:14][C@@H:13]([C:16]([OH:18])=[O:17])[CH2:12][N:9]3[C:10](=[O:11])[C:4]=2[CH:3]=1.S(Cl)(Cl)=O.[C:25]1(C)C=CC=CC=1, predict the reaction product. (2) Given the reactants [CH2:1]([O:3][C:4]([C:6]1[CH:29]=[CH:28][C:9]2[NH:10][C:11]([NH:13][CH2:14][CH:15]3[CH2:20][CH2:19][N:18](C(OC(C)(C)C)=O)[CH2:17][CH2:16]3)=[N:12][C:8]=2[CH:7]=1)=[O:5])[CH3:2].Cl.O1CCOCC1.C(O)C, predict the reaction product. The product is: [CH2:1]([O:3][C:4]([C:6]1[CH:29]=[CH:28][C:9]2[NH:10][C:11]([NH:13][CH2:14][CH:15]3[CH2:16][CH2:17][NH:18][CH2:19][CH2:20]3)=[N:12][C:8]=2[CH:7]=1)=[O:5])[CH3:2]. (3) Given the reactants [H-].[Na+].[CH2:3]([O:5][CH:6]([O:8][CH:9]1[CH2:21][CH2:20][C:19]([O:23][CH:24]([O:26][CH2:27][CH3:28])[CH3:25])([CH3:22])[CH:18]([OH:29])[CH:17]=[CH:16][CH:15]([CH3:30])[CH:14](/[C:31](/[CH3:58])=[CH:32]/[CH:33]=[CH:34]/[C:35]([O:52][CH:53]([O:55][CH2:56][CH3:57])[CH3:54])([CH3:51])[CH2:36][CH:37]2[O:50][CH:38]2[CH:39]([CH3:49])[CH:40]([O:43][CH:44]([O:46][CH2:47][CH3:48])[CH3:45])[CH2:41][CH3:42])[O:13][C:11](=[O:12])[CH2:10]1)[CH3:7])[CH3:4].[CH:59]([N:62]=[C:63]=[S:64])([CH3:61])[CH3:60].O, predict the reaction product. The product is: [CH2:3]([O:5][CH:6]([O:8][CH:9]1[CH2:21][CH2:20][C:19]([O:23][CH:24]([O:26][CH2:27][CH3:28])[CH3:25])([CH3:22])[CH:18]([O:29][C:63](=[S:64])[NH:62][CH:59]([CH3:61])[CH3:60])[CH:17]=[CH:16][CH:15]([CH3:30])[CH:14](/[C:31](/[CH3:58])=[CH:32]/[CH:33]=[CH:34]/[C:35]([O:52][CH:53]([O:55][CH2:56][CH3:57])[CH3:54])([CH3:51])[CH2:36][CH:37]2[O:50][CH:38]2[CH:39]([CH3:49])[CH:40]([O:43][CH:44]([O:46][CH2:47][CH3:48])[CH3:45])[CH2:41][CH3:42])[O:13][C:11](=[O:12])[CH2:10]1)[CH3:7])[CH3:4]. (4) Given the reactants [CH:1]1([CH2:6][CH:7]([C:16]2[CH:21]=[CH:20][C:19]([N+:22]([O-])=O)=[CH:18][CH:17]=2)[C:8]([NH:10][C:11]2[S:12][CH:13]=[CH:14][N:15]=2)=[O:9])[CH2:5][CH2:4][CH2:3][CH2:2]1.[H][H], predict the reaction product. The product is: [NH2:22][C:19]1[CH:18]=[CH:17][C:16]([CH:7]([CH2:6][CH:1]2[CH2:5][CH2:4][CH2:3][CH2:2]2)[C:8]([NH:10][C:11]2[S:12][CH:13]=[CH:14][N:15]=2)=[O:9])=[CH:21][CH:20]=1. (5) Given the reactants [OH:1][C:2]1[CH:7]=[C:6]([O:8][CH2:9][O:10][CH3:11])[CH:5]=[CH:4][C:3]=1[CH:12]([CH2:27][CH:28]=[CH2:29])[C:13]([C:17]1[CH:22]=[CH:21][C:20]([O:23][CH2:24][O:25][CH3:26])=[CH:19][CH:18]=1)([CH3:16])[CH2:14]O.C1(P(C2C=CC=CC=2)C2C=CC=CC=2)C=CC=CC=1.CCOC(/N=N/C(OCC)=O)=O.O, predict the reaction product. The product is: [CH3:11][O:10][CH2:9][O:8][C:6]1[CH:7]=[C:2]2[C:3]([CH:12]([CH2:27][CH:28]=[CH2:29])[C:13]([C:17]3[CH:18]=[CH:19][C:20]([O:23][CH2:24][O:25][CH3:26])=[CH:21][CH:22]=3)([CH3:14])[CH2:16][O:1]2)=[CH:4][CH:5]=1. (6) Given the reactants Cl.Cl.Cl.[O:4]1[C:8]2[CH:9]=[CH:10][CH:11]=[C:12]([N:13]3[CH2:18][CH2:17][N:16]([CH2:19][CH2:20][C@H:21]4[CH2:26][CH2:25][C@H:24]([NH2:27])[CH2:23][CH2:22]4)[CH2:15][CH2:14]3)[C:7]=2[O:6][CH2:5]1.[CH:28]1([CH2:31][C:32](O)=[O:33])[CH2:30][CH2:29]1, predict the reaction product. The product is: [O:4]1[C:8]2[CH:9]=[CH:10][CH:11]=[C:12]([N:13]3[CH2:18][CH2:17][N:16]([CH2:19][CH2:20][C@H:21]4[CH2:26][CH2:25][C@H:24]([NH:27][C:32](=[O:33])[CH2:31][CH:28]5[CH2:30][CH2:29]5)[CH2:23][CH2:22]4)[CH2:15][CH2:14]3)[C:7]=2[O:6][CH2:5]1. (7) Given the reactants [OH:1][C:2]1[CH:11]=[C:10]2[C:5]([CH2:6][CH2:7][CH2:8][C:9]2=O)=[CH:4][C:3]=1[O:13][CH3:14].Cl.[N+:16]([C:19]1[CH:27]=[CH:26]C(CNO)=[CH:21][CH:20]=1)([O-:18])=[O:17].[N:28]1C=CC=CC=1.[CH2:34]([OH:36])[CH3:35], predict the reaction product. The product is: [N+:16]([C:19]1[CH:27]=[CH:26][C:35]([CH2:34][O:36]/[N:28]=[C:9]2\[CH2:8][CH2:7][CH2:6][C:5]3[C:10]\2=[CH:11][C:2]([OH:1])=[C:3]([O:13][CH3:14])[CH:4]=3)=[CH:21][CH:20]=1)([O-:18])=[O:17]. (8) Given the reactants [O:1](S(C)(=O)=O)[S:2]([CH3:5])(=O)=[O:3].[F:10][C:11]1[CH:16]=[CH:15][C:14]([C:17]2[C:26]3[CH2:25][CH2:24][CH2:23][NH:22][C:21]=3[N:20]=[C:19]([CH:27]([CH3:29])[CH3:28])[C:18]=2[C:30]([O:32][CH3:33])=[O:31])=[CH:13][CH:12]=1.N1C=C(C)C=C(C)C=1.C(OCC)(=O)C, predict the reaction product. The product is: [F:10][C:11]1[CH:16]=[CH:15][C:14]([C:17]2[C:26]3[CH2:25][CH2:24][CH2:23][N:22]([S:2]([CH3:5])(=[O:3])=[O:1])[C:21]=3[N:20]=[C:19]([CH:27]([CH3:28])[CH3:29])[C:18]=2[C:30]([O:32][CH3:33])=[O:31])=[CH:13][CH:12]=1. (9) The product is: [CH2:9]([O:11][C:12](=[O:18])[C:13](=[O:14])[CH:2]1[CH2:3][CH2:4][CH2:5][CH2:6][CH2:7][C:1]1=[O:8])[CH3:10]. Given the reactants [C:1]1(=[O:8])[CH2:7][CH2:6][CH2:5][CH2:4][CH2:3][CH2:2]1.[CH2:9]([O:11][C:12](=[O:18])[C:13](OCC)=[O:14])[CH3:10].CC[O-].[Na+], predict the reaction product.